This data is from Reaction yield outcomes from USPTO patents with 853,638 reactions. The task is: Predict the reaction yield, written as a fraction of the theoretical maximum amount of product (1.0 means a 100% yield; for example, 0.34 means a 34% yield). (1) The reactants are [CH:1]12[CH2:8][CH2:7][CH:4]([CH2:5][CH2:6]1)[C:3](=[O:9])[NH:2]2.I[C:11]1[CH:16]=[CH:15][CH:14]=[CH:13][CH:12]=1.C([O-])([O-])=O.[Cs+].[Cs+].CC1(C)C2C(=C(P(C3C=CC=CC=3)C3C=CC=CC=3)C=CC=2)OC2C(P(C3C=CC=CC=3)C3C=CC=CC=3)=CC=CC1=2. The catalyst is C1C=CC([P]([Pd]([P](C2C=CC=CC=2)(C2C=CC=CC=2)C2C=CC=CC=2)([P](C2C=CC=CC=2)(C2C=CC=CC=2)C2C=CC=CC=2)[P](C2C=CC=CC=2)(C2C=CC=CC=2)C2C=CC=CC=2)(C2C=CC=CC=2)C2C=CC=CC=2)=CC=1.O1CCOCC1. The product is [C:11]1([N:2]2[C:3](=[O:9])[CH:4]3[CH2:7][CH2:8][CH:1]2[CH2:6][CH2:5]3)[CH:16]=[CH:15][CH:14]=[CH:13][CH:12]=1. The yield is 0.620. (2) The reactants are [F:1][C:2]([F:17])([F:16])[O:3][C:4]1[CH:15]=[CH:14][C:7]([CH:8]=[C:9]([C:12]#[N:13])[C:10]#[N:11])=[CH:6][CH:5]=1.[CH3:18][Mg]Br. The catalyst is O1CCCC1.[Cu]I. The product is [F:1][C:2]([F:16])([F:17])[O:3][C:4]1[CH:5]=[CH:6][C:7]([CH:8]([CH:9]([C:12]#[N:13])[C:10]#[N:11])[CH3:18])=[CH:14][CH:15]=1. The yield is 0.600. (3) The reactants are C([N:8]1[CH2:13][CH2:12][CH2:11][C@@H:10]([N:14]2[CH:19]=[CH:18][N:17]3[CH:20]=[CH:21][N:22]=[C:16]3[C:15]2=[O:23])[CH2:9]1)C1C=CC=CC=1.[CH3:36][C:35]([O:34][C:32](O[C:32]([O:34][C:35]([CH3:38])([CH3:37])[CH3:36])=[O:33])=[O:33])([CH3:38])[CH3:37]. The catalyst is CO.[OH-].[OH-].[Pd+2]. The product is [O:23]=[C:15]1[N:14]([C@@H:10]2[CH2:11][CH2:12][CH2:13][N:8]([C:32]([O:34][C:35]([CH3:36])([CH3:37])[CH3:38])=[O:33])[CH2:9]2)[CH2:19][CH2:18][N:17]2[CH:20]=[CH:21][N:22]=[C:16]12. The yield is 0.600. (4) The reactants are Cl[C:2]([O:4][C:5]1[CH:10]=[CH:9][C:8]([N+:11]([O-:13])=[O:12])=[CH:7][CH:6]=1)=[O:3].[C:14]([C:17]1[CH:21]=[C:20]([CH2:22][OH:23])[O:19][N:18]=1)(=[O:16])[NH2:15].N1C=CC=CC=1. The catalyst is ClCCl. The product is [C:2](=[O:3])([O:4][C:5]1[CH:6]=[CH:7][C:8]([N+:11]([O-:13])=[O:12])=[CH:9][CH:10]=1)[O:23][CH2:22][C:20]1[O:19][N:18]=[C:17]([C:14](=[O:16])[NH2:15])[CH:21]=1. The yield is 0.720. (5) The reactants are [N+:1]([C:4]1[CH:9]=[CH:8][C:7](/[CH:10]=[CH:11]/[C:12]2[S:13][C:14]3[CH:20]=[CH:19][CH:18]=[CH:17][C:15]=3[N:16]=2)=[CH:6][CH:5]=1)([O-])=O.O.O.[Sn](Cl)Cl. The catalyst is C(O)C. The product is [NH2:1][C:4]1[CH:9]=[CH:8][C:7]([CH:10]=[CH:11][C:12]2[S:13][C:14]3[CH:20]=[CH:19][CH:18]=[CH:17][C:15]=3[N:16]=2)=[CH:6][CH:5]=1. The yield is 0.0800. (6) The catalyst is C1(C)C=CC=CC=1.C1C=CC(/C=C/C(/C=C/C2C=CC=CC=2)=O)=CC=1.C1C=CC(/C=C/C(/C=C/C2C=CC=CC=2)=O)=CC=1.C1C=CC(/C=C/C(/C=C/C2C=CC=CC=2)=O)=CC=1.[Pd].[Pd]. The reactants are [CH2:1]([O:3][C:4]([C:6]1[O:14][C:13]2[CH:12]=[CH:11][N:10]=[CH:9][C:8]=2[C:7]=1[NH2:15])=[O:5])[CH3:2].Br[C:17]1[CH:22]=[CH:21][C:20]([CH3:23])=[CH:19][C:18]=1[F:24].CC1(C)C2C(=C(P(C3C=CC=CC=3)C3C=CC=CC=3)C=CC=2)OC2C(P(C3C=CC=CC=3)C3C=CC=CC=3)=CC=CC1=2.[O-]P([O-])([O-])=O.[K+].[K+].[K+]. The yield is 0.550. The product is [CH2:1]([O:3][C:4]([C:6]1[O:14][C:13]2[CH:12]=[CH:11][N:10]=[CH:9][C:8]=2[C:7]=1[NH:15][C:17]1[CH:22]=[CH:21][C:20]([CH3:23])=[CH:19][C:18]=1[F:24])=[O:5])[CH3:2]. (7) The reactants are [Cl:1][C:2]1[N:3]([CH2:10][C:11]([OH:15])([CH3:14])[CH2:12][OH:13])[CH:4]=[C:5]([N+:7]([O-:9])=[O:8])[N:6]=1.C(N(CC)C(C)C)(C)C.[F:25][C:26]([F:43])([F:42])[C:27]1[CH:32]=[CH:31][C:30]([C:33]2[CH2:34][CH2:35][N:36]([C:39](Cl)=[O:40])[CH2:37][CH:38]=2)=[CH:29][CH:28]=1. The catalyst is CN(C)C1C=CN=CC=1.C1(C)C=CC=CC=1.C(OCC)(=O)C. The product is [F:42][C:26]([F:25])([F:43])[C:27]1[CH:28]=[CH:29][C:30]([C:33]2[CH2:38][CH2:37][N:36]([C:39]([O:13][CH2:12][C:11]([OH:15])([CH3:14])[CH2:10][N:3]3[CH:4]=[C:5]([N+:7]([O-:9])=[O:8])[N:6]=[C:2]3[Cl:1])=[O:40])[CH2:35][CH:34]=2)=[CH:31][CH:32]=1. The yield is 0.590.